From a dataset of Forward reaction prediction with 1.9M reactions from USPTO patents (1976-2016). Predict the product of the given reaction. (1) Given the reactants COC1C=CC(CN2C=C(/C=[C:14]3\[CH2:15][N:16]([C:21]([C:34]4[CH:39]=[CH:38][CH:37]=[CH:36][CH:35]=4)([C:28]4[CH:33]=[CH:32][CH:31]=[CH:30][CH:29]=4)[C:22]4[CH:27]=[CH:26][CH:25]=[CH:24][CH:23]=4)[CH2:17][CH2:18][CH:19]\3O)N=N2)=CC=1.C(O)(=S)C.C(OC(OCC(C)(C)C)N(C)C)C(C)(C)C.[Cl-].[Na+].C(SC1CCN(C(C2C=CC=CC=2)(C2C=CC=CC=2)C2C=CC=CC=2)C/C/1=C\C1N=NN(CC2C=CC(OC)=CC=2)C=1)(=O)C, predict the reaction product. The product is: [C:22]1([C:21]([C:34]2[CH:39]=[CH:38][CH:37]=[CH:36][CH:35]=2)([C:28]2[CH:29]=[CH:30][CH:31]=[CH:32][CH:33]=2)[N:16]2[CH2:15][CH:14]=[CH:19][CH2:18][CH2:17]2)[CH:23]=[CH:24][CH:25]=[CH:26][CH:27]=1. (2) Given the reactants [Br:1][C:2]1[CH:3]=[C:4]2[C:9](=[CH:10][C:11]=1[O:12][CH3:13])[N:8]=[C:7]([C:14]1[CH:19]=[CH:18][CH:17]=[C:16]([C:20]([F:23])([F:22])[F:21])[CH:15]=1)[C:6]([CH3:24])=[C:5]2[C:25]([OH:27])=[O:26].[CH3:28]S(C)=O.C(=O)([O-])[O-].[Cs+].[Cs+].CI, predict the reaction product. The product is: [Br:1][C:2]1[CH:3]=[C:4]2[C:9](=[CH:10][C:11]=1[O:12][CH3:13])[N:8]=[C:7]([C:14]1[CH:19]=[CH:18][CH:17]=[C:16]([C:20]([F:23])([F:21])[F:22])[CH:15]=1)[C:6]([CH3:24])=[C:5]2[C:25]([O:27][CH3:28])=[O:26]. (3) The product is: [OH:15][C:14]1[C:13]2[C:8](=[CH:9][C:10]([O:16][C:17]3[CH:18]=[CH:19][CH:20]=[CH:21][CH:22]=3)=[CH:11][CH:12]=2)[C:7]([C:23]2[CH:24]=[CH:25][CH:26]=[CH:27][CH:28]=2)=[N:6][C:5]=1[C:3]([NH:29][CH2:30][CH2:31][C:32]([OH:34])=[O:33])=[O:4]. Given the reactants CO[C:3]([C:5]1[N:6]=[C:7]([C:23]2[CH:28]=[CH:27][CH:26]=[CH:25][CH:24]=2)[C:8]2[C:13]([C:14]=1[OH:15])=[CH:12][CH:11]=[C:10]([O:16][C:17]1[CH:22]=[CH:21][CH:20]=[CH:19][CH:18]=1)[CH:9]=2)=[O:4].[NH2:29][CH2:30][CH2:31][C:32]([OH:34])=[O:33].C[O-].[Na+], predict the reaction product.